Task: Predict the reaction yield, written as a fraction of the theoretical maximum amount of product (1.0 means a 100% yield; for example, 0.34 means a 34% yield).. Dataset: Reaction yield outcomes from USPTO patents with 853,638 reactions (1) The reactants are [N:1]1[CH:6]=[CH:5][C:4]([S:7][C:8]2[CH:13]=[CH:12][C:11]([C:14](=[O:16])[CH3:15])=[CH:10][C:9]=2[C:17]([F:20])([F:19])[F:18])=[CH:3][CH:2]=1.[OH:21]OS([O-])=O.[K+].[OH2:27]. The catalyst is CO.O1CCCC1. The product is [N:1]1[CH:6]=[CH:5][C:4]([S:7]([C:8]2[CH:13]=[CH:12][C:11]([C:14](=[O:16])[CH3:15])=[CH:10][C:9]=2[C:17]([F:18])([F:20])[F:19])(=[O:21])=[O:27])=[CH:3][CH:2]=1. The yield is 0.530. (2) The reactants are [ClH:1].[C:2]([NH2:10])(=[NH:9])[C:3]1[CH:8]=[CH:7][CH:6]=[N:5][CH:4]=1.C[O-].[Na+].[C:14](OC)(=O)[CH2:15][C:16]([CH3:18])=O. The catalyst is C(O)C. The product is [Cl:1][C:14]1[CH:15]=[C:16]([CH3:18])[N:10]=[C:2]([C:3]2[CH:4]=[N:5][CH:6]=[CH:7][CH:8]=2)[N:9]=1. The yield is 0.400. (3) The reactants are [CH3:1][C:2]1[CH:10]=[CH:9][C:8]2[NH:7][C:6]3[CH2:11][CH2:12][N:13]([C:15]([O:17][CH2:18][CH3:19])=[O:16])[CH2:14][C:5]=3[C:4]=2[CH:3]=1.[CH2:20]([CH:22]1[O:24][CH2:23]1)Br.[NH4+].[Cl-]. No catalyst specified. The product is [CH3:1][C:2]1[CH:10]=[CH:9][C:8]2[N:7]([CH2:20][CH:22]3[CH2:23][O:24]3)[C:6]3[CH2:11][CH2:12][N:13]([C:15]([O:17][CH2:18][CH3:19])=[O:16])[CH2:14][C:5]=3[C:4]=2[CH:3]=1. The yield is 0.490. (4) The reactants are [CH2:1]([O:3][C:4](=[O:15])[C:5]1[CH:10]=[CH:9][C:8](O)=[C:7]([N+:12]([O-:14])=[O:13])[CH:6]=1)[CH3:2].[C:16]1([S-:22])[CH:21]=[CH:20][CH:19]=[CH:18][CH:17]=1.[Na+]. No catalyst specified. The product is [CH2:1]([O:3][C:4](=[O:15])[C:5]1[CH:10]=[CH:9][C:8]([S:22][C:16]2[CH:21]=[CH:20][CH:19]=[CH:18][CH:17]=2)=[C:7]([N+:12]([O-:14])=[O:13])[CH:6]=1)[CH3:2]. The yield is 0.670. (5) The reactants are CC([CH:5]1[CH:9]([NH:10][C:11]([C:13]2[CH:18]=[CH:17][CH:16]=[C:15]([C:19]3[CH:24]=[N:23][C:22]([NH2:25])=[C:21]([C:26]([NH:28][CH3:29])=[O:27])[N:20]=3)[CH:14]=2)=[O:12])[CH2:8][CH2:7][N:6]1C([O-])=O)(C)C.C(O)(C(F)(F)F)=O. The catalyst is ClCCl. The product is [NH2:25][C:22]1[C:21]([C:26]([NH:28][CH3:29])=[O:27])=[N:20][C:19]([C:15]2[CH:16]=[CH:17][CH:18]=[C:13]([C:11]([NH:10][C@@H:9]3[CH2:8][CH2:7][NH:6][CH2:5]3)=[O:12])[CH:14]=2)=[CH:24][N:23]=1. The yield is 0.740.